Dataset: Forward reaction prediction with 1.9M reactions from USPTO patents (1976-2016). Task: Predict the product of the given reaction. (1) Given the reactants Cl.CN(C)CCCN=C=NCC.[C:13]1(=[O:25])[N:17]([CH2:18][CH2:19][CH2:20][C:21]([OH:23])=O)[C:16](=[O:24])[CH:15]=[CH:14]1.ON1C2C=CC=CC=2N=N1.[NH:36]1[CH2:41][CH2:40][CH:39]([CH2:42][C:43]2[N:44]([CH2:57][CH2:58][CH3:59])[N:45]=[C:46]3[C:55]=2[C:54]2[CH:53]=[CH:52][CH:51]=[CH:50][C:49]=2[N:48]=[C:47]3[NH2:56])[CH2:38][CH2:37]1, predict the reaction product. The product is: [NH2:56][C:47]1[C:46]2=[N:45][N:44]([CH2:57][CH2:58][CH3:59])[C:43]([CH2:42][CH:39]3[CH2:40][CH2:41][N:36]([C:21](=[O:23])[CH2:20][CH2:19][CH2:18][N:17]4[C:13](=[O:25])[CH:14]=[CH:15][C:16]4=[O:24])[CH2:37][CH2:38]3)=[C:55]2[C:54]2[CH:53]=[CH:52][CH:51]=[CH:50][C:49]=2[N:48]=1. (2) Given the reactants [OH:1][C:2]1[CH:9]=[CH:8][C:5]([CH:6]=[O:7])=[CH:4][CH:3]=1.C(=O)([O-])[O-].[K+].[K+].Br[CH2:17][CH2:18][O:19][Si:20]([C:23]([CH3:26])([CH3:25])[CH3:24])([CH3:22])[CH3:21].O, predict the reaction product. The product is: [O:19]([CH2:18][CH2:17][O:1][C:2]1[CH:9]=[CH:8][C:5]([CH:6]=[O:7])=[CH:4][CH:3]=1)[Si:20]([C:23]([CH3:26])([CH3:25])[CH3:24])([CH3:22])[CH3:21]. (3) Given the reactants C1(CCC[NH2:10])C=CC=CC=1.[CH2:11]1[C:19]2[C:14](=[CH:15][CH:16]=[CH:17][CH:18]=2)[CH2:13][N:12]1[C:20]([NH:22][C:23]1[CH:31]=[CH:30][C:26]([C:27]([OH:29])=O)=[CH:25][N:24]=1)=[O:21].[CH2:32]1[C:40]2[C:35](=CC=CC=2)[CH2:34][N:33]1[C:41]([NH:43][C:44]1[CH:52]=[CH:51][C:47](C(O)=O)=CC=1)=O, predict the reaction product. The product is: [N:43]1[CH:44]=[CH:52][CH:51]=[CH:47][C:41]=1[N:33]1[CH2:32][CH2:40][N:10]([C:27]([C:26]2[CH:30]=[CH:31][C:23]([NH:22][C:20]([N:12]3[CH2:11][C:19]4[C:14](=[CH:15][CH:16]=[CH:17][CH:18]=4)[CH2:13]3)=[O:21])=[N:24][CH:25]=2)=[O:29])[CH2:35][CH2:34]1.